This data is from Forward reaction prediction with 1.9M reactions from USPTO patents (1976-2016). The task is: Predict the product of the given reaction. (1) Given the reactants Br[C:2]1[C:6](Br)=[CH:5][NH:4][CH:3]=1.[C:8]1([NH:14][C:15]2[CH:24]=[CH:23][C:22]3[C:17](=[CH:18][CH:19]=[CH:20][CH:21]=3)[CH:16]=2)[CH:13]=[CH:12][CH:11]=[CH:10][CH:9]=1.[CH:38]1[CH:43]=[CH:42][C:41](P([C:38]2[CH:43]=[CH:42][CH:41]=[CH:40][CH:39]=2)[C:38]2[CH:43]=[CH:42][CH:41]=[CH:40][CH:39]=2)=[CH:40][CH:39]=1.[CH3:44][C:45]([O-])([CH3:47])[CH3:46].[Na+], predict the reaction product. The product is: [CH:16]1[C:17]2[C:22](=[CH:21][CH:20]=[CH:19][CH:18]=2)[CH:23]=[CH:24][C:15]=1[N:14]([C:8]1[CH:13]=[CH:12][CH:11]=[CH:10][CH:9]=1)[C:2]1[C:6]([N:14]([C:8]2[CH:9]=[CH:10][C:47]3[C:45](=[CH:46][CH:11]=[CH:12][CH:13]=3)[CH:44]=2)[C:38]2[CH:39]=[CH:40][CH:41]=[CH:42][CH:43]=2)=[CH:5][NH:4][CH:3]=1. (2) The product is: [CH3:8][O:9][C:10]([C@@H:12]1[CH2:16][C@@H:15]([S:17]([CH2:20][CH:21]2[CH2:23][CH2:22]2)(=[O:18])=[O:19])[CH2:14][N:13]1[C:24](=[O:29])[CH2:25][C:26](=[O:27])[CH3:28])=[O:11]. Given the reactants FC(F)(F)C(O)=O.[CH3:8][O:9][C:10]([C@@H:12]1[CH2:16][C@@H:15]([S:17]([CH2:20][CH:21]2[CH2:23][CH2:22]2)(=[O:19])=[O:18])[CH2:14][NH:13]1)=[O:11].[C:24](OC(C)(C)C)(=[O:29])[CH2:25][C:26]([CH3:28])=[O:27], predict the reaction product. (3) Given the reactants [CH2:1]([C:3]1[CH:8]=[CH:7][C:6]([CH:9]2[CH2:14][N:13]([C:15]([N:17]3[CH2:22][CH2:21][O:20][CH2:19][CH2:18]3)=[O:16])[CH2:12][CH:11]([C:23]([OH:25])=O)[CH2:10]2)=[CH:5][CH:4]=1)[CH3:2].[Cl:26][C:27]1[CH:32]=[CH:31][C:30]([Cl:33])=[CH:29][C:28]=1[C:34](=[NH:37])[NH:35]O, predict the reaction product. The product is: [Cl:26][C:27]1[CH:32]=[CH:31][C:30]([Cl:33])=[CH:29][C:28]=1[C:34]1[N:37]=[C:23]([CH:11]2[CH2:10][CH:9]([C:6]3[CH:5]=[CH:4][C:3]([CH2:1][CH3:2])=[CH:8][CH:7]=3)[CH2:14][N:13]([C:15]([N:17]3[CH2:22][CH2:21][O:20][CH2:19][CH2:18]3)=[O:16])[CH2:12]2)[O:25][N:35]=1. (4) Given the reactants [Br:1][C:2]1[N:7]=[C:6]([CH:8]=O)[CH:5]=[CH:4][CH:3]=1.[CH3:10][CH:11]1[CH2:16][CH2:15][NH:14][CH2:13][CH2:12]1, predict the reaction product. The product is: [Br:1][C:2]1[CH:3]=[CH:4][CH:5]=[C:6]([CH2:8][N:14]2[CH2:15][CH2:16][CH:11]([CH3:10])[CH2:12][CH2:13]2)[N:7]=1. (5) Given the reactants [F:1][C:2]1[CH:3]=[C:4]([N:12]([CH3:14])[CH3:13])[CH:5]=[C:6](F)[C:7]=1[N+:8]([O-:10])=[O:9].[OH-].[Na+].CS(C)=[O:19].Cl, predict the reaction product. The product is: [CH3:13][N:12]([CH3:14])[C:4]1[CH:3]=[C:2]([F:1])[C:7]([N+:8]([O-:10])=[O:9])=[C:6]([OH:19])[CH:5]=1. (6) The product is: [F:36][C:24]([F:23])([F:35])[C:25]1[CH:26]=[C:27]([S:31]([N:4]2[CH2:5][CH2:6][N:1]([C:7]([O:9][C:10]([CH3:13])([CH3:12])[CH3:11])=[O:8])[CH2:2][CH2:3]2)(=[O:32])=[O:33])[CH:28]=[CH:29][CH:30]=1. Given the reactants [N:1]1([C:7]([O:9][C:10]([CH3:13])([CH3:12])[CH3:11])=[O:8])[CH2:6][CH2:5][NH:4][CH2:3][CH2:2]1.C(N(C(C)C)CC)(C)C.[F:23][C:24]([F:36])([F:35])[C:25]1[CH:26]=[C:27]([S:31](Cl)(=[O:33])=[O:32])[CH:28]=[CH:29][CH:30]=1, predict the reaction product. (7) Given the reactants S(Cl)(Cl)=O.[Cl:5][C:6]1[CH:7]=[C:8]([OH:16])[C:9]([CH3:15])=[C:10]([CH:14]=1)[C:11]([OH:13])=[O:12].[CH3:17]O, predict the reaction product. The product is: [Cl:5][C:6]1[CH:7]=[C:8]([OH:16])[C:9]([CH3:15])=[C:10]([CH:14]=1)[C:11]([O:13][CH3:17])=[O:12]. (8) Given the reactants [CH3:1][O:2][C:3]([C:5]1[S:6][CH:7]=[CH:8][C:9]=1[NH2:10])=[O:4].C([O-])([O-])=O.[K+].[K+].Cl[C:18]([O:20][CH2:21][CH3:22])=[O:19], predict the reaction product. The product is: [CH3:1][O:2][C:3]([C:5]1[S:6][CH:7]=[CH:8][C:9]=1[NH:10][C:18]([O:20][CH2:21][CH3:22])=[O:19])=[O:4]. (9) Given the reactants [NH2:1][C:2]1[N:3]=[CH:4][C:5]([CH:8]([OH:30])[C:9]([N:12]2[CH2:29][CH2:28][C:15]3([C:19](=[O:20])[N:18]([C:21]4[CH2:22][O:23][C:24](=[O:26])[CH:25]=4)[CH:17]([CH3:27])[CH2:16]3)[CH2:14][CH2:13]2)([CH3:11])[CH3:10])=[N:6][CH:7]=1.FC(F)(F)C(O[Si](C)(C)C)=O.[CH:42](OCC)(OCC)OCC.[N:52]([Si](C)(C)C)=[N+:53]=[N-:54], predict the reaction product. The product is: [N:1]1([C:2]2[N:3]=[CH:4][C:5]([CH:8]([OH:30])[C:9]([N:12]3[CH2:13][CH2:14][C:15]4([C:19](=[O:20])[N:18]([C:21]5[CH2:22][O:23][C:24](=[O:26])[CH:25]=5)[CH:17]([CH3:27])[CH2:16]4)[CH2:28][CH2:29]3)([CH3:11])[CH3:10])=[N:6][CH:7]=2)[CH:42]=[N:52][N:53]=[N:54]1.